Dataset: Catalyst prediction with 721,799 reactions and 888 catalyst types from USPTO. Task: Predict which catalyst facilitates the given reaction. Reactant: O1C=CC[CH:2]1C(O)=O.[O:9]1[C:18]2[C:13](=[CH:14][CH:15]=[CH:16][CH:17]=2)[CH2:12][CH2:11][CH:10]1[C:19]([OH:21])=[O:20].CC(C)([O-])C.[K+].C[Si](C)(C)[N-][Si](C)(C)C.[K+]. Product: [CH3:2][C:10]1([C:19]([OH:21])=[O:20])[CH2:11][CH2:12][C:13]2[C:18](=[CH:17][CH:16]=[CH:15][CH:14]=2)[O:9]1. The catalyst class is: 7.